Dataset: Reaction yield outcomes from USPTO patents with 853,638 reactions. Task: Predict the reaction yield, written as a fraction of the theoretical maximum amount of product (1.0 means a 100% yield; for example, 0.34 means a 34% yield). The reactants are [CH3:1][C:2]1[NH:3][C:4](=[O:28])[C:5]([CH2:13][C:14]2[CH:19]=[CH:18][C:17]([C:20]3[C:21]([C:26]#[N:27])=[CH:22][CH:23]=[CH:24][CH:25]=3)=[CH:16][CH:15]=2)=[C:6]([CH2:8][CH2:9][CH2:10][CH2:11][CH3:12])[N:7]=1.[C:29]1(B(O)O)[CH:34]=[CH:33][CH:32]=[CH:31][CH:30]=1.C([N:40](CC)CC)C.N1C=CC=CC=1.[C:51]([O:54]CC)(=[O:53])C. The catalyst is C(Cl)Cl.C([O-])(=O)C.[Cu+2].C([O-])(=O)C. The product is [CH3:1][C:2]1[N:3]([C:29]2[CH:34]=[CH:33][CH:32]=[CH:31][CH:30]=2)[C:4](=[O:28])[C:5]([CH2:13][C:14]2[CH:15]=[CH:16][C:17]([C:20]3[CH:25]=[CH:24][CH:23]=[CH:22][C:21]=3[C:26]3[NH:40][C:51](=[O:53])[O:54][N:27]=3)=[CH:18][CH:19]=2)=[C:6]([CH2:8][CH2:9][CH2:10][CH2:11][CH3:12])[N:7]=1. The yield is 0.490.